This data is from Peptide-MHC class I binding affinity with 185,985 pairs from IEDB/IMGT. The task is: Regression. Given a peptide amino acid sequence and an MHC pseudo amino acid sequence, predict their binding affinity value. This is MHC class I binding data. (1) The peptide sequence is YIFRNTINM. The MHC is HLA-A26:01 with pseudo-sequence HLA-A26:01. The binding affinity (normalized) is 0.391. (2) The peptide sequence is STLLFLSI. The MHC is H-2-Kb with pseudo-sequence H-2-Kb. The binding affinity (normalized) is 0.318. (3) The peptide sequence is QNGALAINTF. The MHC is HLA-A29:02 with pseudo-sequence HLA-A29:02. The binding affinity (normalized) is 0. (4) The peptide sequence is CELYHYQECV. The MHC is HLA-B45:01 with pseudo-sequence HLA-B45:01. The binding affinity (normalized) is 0.441.